Dataset: Catalyst prediction with 721,799 reactions and 888 catalyst types from USPTO. Task: Predict which catalyst facilitates the given reaction. (1) Reactant: [C:1]([NH:5][C:6]1[CH:11]=[CH:10][C:9]([N:12]2[CH2:17][CH2:16][O:15][CH2:14][CH2:13]2)=[C:8]([F:18])[CH:7]=1)(OC)=[O:2]. Product: [F:18][C:8]1[CH:7]=[C:6]([N:5]=[C:1]=[O:2])[CH:11]=[CH:10][C:9]=1[N:12]1[CH2:17][CH2:16][O:15][CH2:14][CH2:13]1. The catalyst class is: 5. (2) Reactant: [NH2:1][CH2:2][CH:3]1[CH2:8][CH2:7][N:6]([C:9]([O:11][C:12]([CH3:15])([CH3:14])[CH3:13])=[O:10])[CH2:5][CH2:4]1.[C:16]([N:20]=[C:21]=[O:22])([CH3:19])([CH3:18])[CH3:17]. The catalyst class is: 3. Product: [C:16]([NH:20][C:21]([NH:1][CH2:2][CH:3]1[CH2:8][CH2:7][N:6]([C:9]([O:11][C:12]([CH3:15])([CH3:14])[CH3:13])=[O:10])[CH2:5][CH2:4]1)=[O:22])([CH3:19])([CH3:18])[CH3:17]. (3) Reactant: [N:1]([CH2:4][CH:5]1[CH2:10][O:9][C:8]([CH3:12])([CH3:11])[CH2:7][O:6]1)=[N+]=[N-].[Li].O.O.O.O.O.O.O.O.O.O.S([O-])([O-])(=O)=O.[Na+].[Na+]. Product: [CH3:11][C:8]1([CH3:12])[CH2:7][O:6][CH:5]([CH2:4][NH2:1])[CH2:10][O:9]1. The catalyst class is: 7. (4) Product: [Cl:1][C:2]1[N:7]=[CH:6][C:5]([CH:9]([N:11]([C:12]2[CH:17]=[CH:16][C:15]([O:18][CH3:19])=[CH:14][C:13]=2[F:20])[C:30]([NH:29][C:25]2[CH:26]=[CH:27][CH:28]=[C:23]([C:21]#[N:22])[CH:24]=2)=[O:31])[CH3:10])=[CH:4][N:3]=1. Reactant: [Cl:1][C:2]1[N:7]=[C:6](Cl)[C:5]([CH:9]([NH:11][C:12]2[CH:17]=[CH:16][C:15]([O:18][CH3:19])=[CH:14][C:13]=2[F:20])[CH3:10])=[CH:4][N:3]=1.[C:21]([C:23]1[CH:24]=[C:25]([N:29]=[C:30]=[O:31])[CH:26]=[CH:27][CH:28]=1)#[N:22]. The catalyst class is: 11.